This data is from Forward reaction prediction with 1.9M reactions from USPTO patents (1976-2016). The task is: Predict the product of the given reaction. Given the reactants S([O-])(O)(=O)=O.[C:6]1([I+:12][C:13]2[CH:18]=[CH:17][CH:16]=[CH:15][CH:14]=2)[CH:11]=[CH:10][CH:9]=[CH:8][CH:7]=1.[C:19]1([O:25][S:26]([O-:29])(=[O:28])=[O:27])[CH:24]=[CH:23][CH:22]=[CH:21][CH:20]=1.C[N+](C)(C)C, predict the reaction product. The product is: [C:19]1([O:25][S:26]([O-:29])(=[O:28])=[O:27])[CH:20]=[CH:21][CH:22]=[CH:23][CH:24]=1.[C:13]1([I+:12][C:6]2[CH:7]=[CH:8][CH:9]=[CH:10][CH:11]=2)[CH:14]=[CH:15][CH:16]=[CH:17][CH:18]=1.